This data is from Full USPTO retrosynthesis dataset with 1.9M reactions from patents (1976-2016). The task is: Predict the reactants needed to synthesize the given product. Given the product [Cl:23][C:15]1[CH:16]=[C:17]([N+:20]([O-:22])=[O:21])[CH:18]=[CH:19][C:14]=1[S:31][C:28]1[CH:29]=[CH:30][C:25]([Cl:24])=[CH:26][CH:27]=1, predict the reactants needed to synthesize it. The reactants are: C(=O)([O-])[O-].[K+].[K+].CN(C)C(=O)C.Cl[C:14]1[CH:19]=[CH:18][C:17]([N+:20]([O-:22])=[O:21])=[CH:16][C:15]=1[Cl:23].[Cl:24][C:25]1[CH:30]=[CH:29][C:28]([SH:31])=[CH:27][CH:26]=1.